Dataset: Catalyst prediction with 721,799 reactions and 888 catalyst types from USPTO. Task: Predict which catalyst facilitates the given reaction. (1) Reactant: Cl.[Cl:2][C:3]1[CH:4]=[C:5]([C:10]2([C:23]([F:26])([F:25])[F:24])[O:14][N:13]=[C:12]([C:15]3[CH:16]=[C:17]([CH:20]=[CH:21][CH:22]=3)[CH2:18][NH2:19])[CH2:11]2)[CH:6]=[C:7]([Cl:9])[CH:8]=1.C(N(CC)CC)C.[C:34](Cl)(=[O:37])[CH2:35][CH3:36]. Product: [Cl:2][C:3]1[CH:4]=[C:5]([C:10]2([C:23]([F:24])([F:26])[F:25])[O:14][N:13]=[C:12]([C:15]3[CH:16]=[C:17]([CH:20]=[CH:21][CH:22]=3)[CH2:18][NH:19][C:34](=[O:37])[CH2:35][CH3:36])[CH2:11]2)[CH:6]=[C:7]([Cl:9])[CH:8]=1. The catalyst class is: 2. (2) Reactant: Cl.C(OCC)(=O)C.[CH2:8]([O:10][C:11](=[O:32])[C@H:12]([NH:24]C(OC(C)(C)C)=O)[CH2:13][CH2:14][C:15]([C:17]1[CH:22]=[CH:21][C:20]([Cl:23])=[CH:19][CH:18]=1)=O)[CH3:9].C(=O)([O-])O.[Na+]. Product: [CH2:8]([O:10][C:11]([C@H:12]1[CH2:13][CH2:14][C:15]([C:17]2[CH:22]=[CH:21][C:20]([Cl:23])=[CH:19][CH:18]=2)=[N:24]1)=[O:32])[CH3:9]. The catalyst class is: 13. (3) Reactant: [CH:1]1([C:7]2[C:11]([CH2:12][C:13]3[CH:20]=[CH:19]C(C#N)=[CH:15][CH:14]=3)=[CH:10][N:9]([C:21]3[CH:26]=[CH:25][C:24]([O:27][C:28]([F:31])([F:30])[F:29])=[CH:23][CH:22]=3)[N:8]=2)[CH2:6][CH2:5][CH2:4][CH2:3][CH2:2]1.[OH-:32].[K+].[CH2:34]([OH:36])[CH3:35]. Product: [CH:1]1([C:7]2[C:11]([CH2:12][C:13]3[CH:20]=[CH:19][C:35]([C:34]([OH:32])=[O:36])=[CH:15][CH:14]=3)=[CH:10][N:9]([C:21]3[CH:26]=[CH:25][C:24]([O:27][C:28]([F:31])([F:30])[F:29])=[CH:23][CH:22]=3)[N:8]=2)[CH2:6][CH2:5][CH2:4][CH2:3][CH2:2]1. The catalyst class is: 6. (4) Reactant: [Cl:1][C:2]1[N:6]2[CH2:7][CH2:8][NH:9][CH2:10][C:5]2=[N:4][CH:3]=1.CCN(CC1C=CC=CC=1)CC.C=CC1C=CC=CC=1.C=CC1C=CC(C=C)=CC=1.[Cl:41][C:42]1[C:50]([C:51]([F:54])([F:53])[F:52])=[CH:49][CH:48]=[CH:47][C:43]=1[C:44](Cl)=[O:45]. Product: [Cl:1][C:2]1[N:6]2[CH2:7][CH2:8][N:9]([C:44]([C:43]3[CH:47]=[CH:48][CH:49]=[C:50]([C:51]([F:52])([F:53])[F:54])[C:42]=3[Cl:41])=[O:45])[CH2:10][C:5]2=[N:4][CH:3]=1. The catalyst class is: 4.